This data is from Reaction yield outcomes from USPTO patents with 853,638 reactions. The task is: Predict the reaction yield, written as a fraction of the theoretical maximum amount of product (1.0 means a 100% yield; for example, 0.34 means a 34% yield). (1) The reactants are F[C:2]1[CH:7]=[C:6]([I:8])[C:5]([CH3:9])=[CH:4][N:3]=1.[CH3:10][O:11][C:12]1[CH:17]=[C:16]([O:18][CH3:19])[CH:15]=[CH:14][C:13]=1[CH2:20][NH2:21]. The catalyst is CCOC(C)=O. The product is [CH3:10][O:11][C:12]1[CH:17]=[C:16]([O:18][CH3:19])[CH:15]=[CH:14][C:13]=1[CH2:20][NH:21][C:2]1[CH:7]=[C:6]([I:8])[C:5]([CH3:9])=[CH:4][N:3]=1. The yield is 0.570. (2) The reactants are Cl.[Cl:2][C:3]1[CH:7]=[C:6](C(O)=O)[N:5]([C:11]2[CH:12]=[N:13][CH:14]=[CH:15][CH:16]=2)[N:4]=1.C(OCC)(=O)C. The catalyst is CN(C)C=O.[OH-].[NH4+].O.[Cu]=O. The product is [Cl:2][C:3]1[CH:7]=[CH:6][N:5]([C:11]2[CH:12]=[N:13][CH:14]=[CH:15][CH:16]=2)[N:4]=1. The yield is 0.697. (3) The reactants are CO[C:3](=[O:23])[C:4]1[CH:9]=[CH:8][C:7]([O:10][CH2:11][C:12]2[C:13]([C:17]3[CH:22]=[CH:21][CH:20]=[CH:19][CH:18]=3)=[N:14][O:15][CH:16]=2)=[N:6][CH:5]=1.[NH2:24][CH:25]1[CH2:30][CH2:29][O:28][CH2:27][CH2:26]1. No catalyst specified. The product is [C:17]1([C:13]2[C:12]([CH2:11][O:10][C:7]3[CH:8]=[CH:9][C:4]([C:3]([NH:24][CH:25]4[CH2:30][CH2:29][O:28][CH2:27][CH2:26]4)=[O:23])=[CH:5][N:6]=3)=[CH:16][O:15][N:14]=2)[CH:18]=[CH:19][CH:20]=[CH:21][CH:22]=1. The yield is 0.730. (4) The reactants are [NH:1]1[CH:5]=[C:4]([C:6]2[C:7]3[CH:14]=[CH:13][N:12]([CH2:15][O:16][CH2:17][CH2:18][Si:19]([CH3:22])([CH3:21])[CH3:20])[C:8]=3[N:9]=[CH:10][N:11]=2)[CH:3]=[N:2]1.[CH:23]1([C:28]#[C:29][C:30]#[N:31])[CH2:27][CH2:26][CH2:25][CH2:24]1.C(=O)([O-])[O-].[K+].[K+]. The catalyst is CN(C=O)C.C(OCC)(=O)C.[Cl-].[Na+].O. The product is [CH:23]1(/[C:28](/[N:1]2[CH:5]=[C:4]([C:6]3[C:7]4[CH:14]=[CH:13][N:12]([CH2:15][O:16][CH2:17][CH2:18][Si:19]([CH3:22])([CH3:21])[CH3:20])[C:8]=4[N:9]=[CH:10][N:11]=3)[CH:3]=[N:2]2)=[CH:29]/[C:30]#[N:31])[CH2:27][CH2:26][CH2:25][CH2:24]1. The yield is 0.530. (5) The reactants are F[C:2]1[CH:7]=[CH:6][C:5]([N+:8]([O-:10])=[O:9])=[CH:4][C:3]=1[N:11]1[CH:15]=[CH:14][CH:13]=[C:12]1[CH:16]=[O:17].[BH4-].[Na+]. The catalyst is C(O)C. The product is [N+:8]([C:5]1[CH:6]=[CH:7][C:2]2[O:17][CH2:16][C:12]3[N:11]([CH:15]=[CH:14][CH:13]=3)[C:3]=2[CH:4]=1)([O-:10])=[O:9]. The yield is 0.680. (6) The reactants are [C:1]([C:5]1[NH:6][C:7]2[C:12]([CH:13]=1)=[CH:11][C:10]([N+:14]([O-:16])=[O:15])=[CH:9]C=2C#N)([CH3:4])([CH3:3])[CH3:2].[OH-:19].[K+].[CH3:21][CH2:22][OH:23]. No catalyst specified. The product is [C:1]([C:5]1[NH:6][C:7]2[C:12]([CH:13]=1)=[CH:11][C:10]([N+:14]([O-:16])=[O:15])=[CH:9][C:21]=2[C:22]([OH:19])=[O:23])([CH3:4])([CH3:3])[CH3:2]. The yield is 0.770.